This data is from Reaction yield outcomes from USPTO patents with 853,638 reactions. The task is: Predict the reaction yield, written as a fraction of the theoretical maximum amount of product (1.0 means a 100% yield; for example, 0.34 means a 34% yield). The reactants are [ClH:1].N[C:3]1[C:12]2[NH:11][C:10](=[O:13])[CH2:9][O:8][C:7]=2[CH:6]=[CH:5][CH:4]=1.N([O-])=O.[Na+].[S:18](=[O:20])=[O:19]. The catalyst is C(#N)C.O.O.O.[Cu](Cl)Cl.C(O)(=O)C. The product is [O:13]=[C:10]1[CH2:9][O:8][C:7]2[CH:6]=[CH:5][CH:4]=[C:3]([S:18]([Cl:1])(=[O:20])=[O:19])[C:12]=2[NH:11]1. The yield is 0.110.